Dataset: Reaction yield outcomes from USPTO patents with 853,638 reactions. Task: Predict the reaction yield, written as a fraction of the theoretical maximum amount of product (1.0 means a 100% yield; for example, 0.34 means a 34% yield). (1) The reactants are Cl[C:2]1[C:11]2[C:6](=[C:7]([O:14][CH3:15])[C:8]([O:12][CH3:13])=[CH:9][CH:10]=2)[N:5]=[CH:4][N:3]=1.[CH3:16][NH:17][CH:18]1[CH2:22][CH2:21][O:20][CH2:19]1.O. The catalyst is C(O)(C)C. The product is [CH3:13][O:12][C:8]1[C:7]([O:14][CH3:15])=[C:6]2[C:11]([C:2]([N:17]([CH3:16])[CH:18]3[CH2:22][CH2:21][O:20][CH2:19]3)=[N:3][CH:4]=[N:5]2)=[CH:10][CH:9]=1. The yield is 0.540. (2) The reactants are [NH:1]1[C:10]2[C:5](=[CH:6][CH:7]=[CH:8][CH:9]=2)[CH:4]([NH:11][C:12](=[O:18])[O:13][C:14]([CH3:17])([CH3:16])[CH3:15])[CH2:3][CH2:2]1.C([O-])([O-])=O.[Na+].[Na+].[C:25](Cl)(=[O:29])[O:26][CH2:27][CH3:28]. The catalyst is C(Cl)Cl. The product is [C:14]([O:13][C:12]([NH:11][CH:4]1[C:5]2[C:10](=[CH:9][CH:8]=[CH:7][CH:6]=2)[N:1]([C:25]([O:26][CH2:27][CH3:28])=[O:29])[CH2:2][CH2:3]1)=[O:18])([CH3:15])([CH3:17])[CH3:16]. The yield is 0.860. (3) The reactants are [OH:1][CH2:2][C@:3]1([CH3:31])[S:9][CH2:8][CH2:7][N:6]2[C:10]([C:13]3([C:16]4[CH:21]=[CH:20][C:19]([C:22]5[CH:30]=[CH:29][C:25]([C:26](O)=[O:27])=[CH:24][N:23]=5)=[CH:18][CH:17]=4)[CH2:15][CH2:14]3)=[N:11][N:12]=[C:5]2[CH2:4]1.Cl.[CH3:33][NH:34][CH3:35].Cl.C(N=C=NCCCN(C)C)C.C(=O)([O-])O.[Na+]. The catalyst is CN(C)C=O. The product is [OH:1][CH2:2][C@:3]1([CH3:31])[S:9][CH2:8][CH2:7][N:6]2[C:10]([C:13]3([C:16]4[CH:17]=[CH:18][C:19]([C:22]5[CH:30]=[CH:29][C:25]([C:26]([N:34]([CH3:35])[CH3:33])=[O:27])=[CH:24][N:23]=5)=[CH:20][CH:21]=4)[CH2:14][CH2:15]3)=[N:11][N:12]=[C:5]2[CH2:4]1. The yield is 0.650. (4) The reactants are [C:1]([C:3]1[C:12]([NH:13][CH:14]([CH2:17][CH3:18])[CH2:15][CH3:16])=[CH:11][C:6]([C:7]([O:9][CH3:10])=[O:8])=[C:5]([C:19]([F:22])([F:21])[F:20])[CH:4]=1)#[N:2].OO.C(=O)([O-])[O-:26].[K+].[K+]. The catalyst is CS(C)=O. The product is [NH2:2][C:1]([C:3]1[C:12]([NH:13][CH:14]([CH2:17][CH3:18])[CH2:15][CH3:16])=[CH:11][C:6]([C:7]([O:9][CH3:10])=[O:8])=[C:5]([C:19]([F:21])([F:20])[F:22])[CH:4]=1)=[O:26]. The yield is 1.00. (5) The yield is 0.390. The reactants are [Br:1]N1C(=O)CCC1=O.[Br:9][C:10]1[CH:11]=[CH:12][C:13]2[S:17][C:16]([CH3:18])=[N:15][C:14]=2[CH:19]=1. The catalyst is C(Cl)(Cl)(Cl)Cl. The product is [Br:9][C:10]1[CH:11]=[CH:12][C:13]2[S:17][C:16]([CH2:18][Br:1])=[N:15][C:14]=2[CH:19]=1. (6) The reactants are [F:1][C:2]([F:7])([F:6])[C:3]([OH:5])=[O:4].F[C:9](F)(F)[C:10]([OH:12])=O.[Cl:15][C:16]1[CH:17]=[N:18][C:19]2[NH:20][C:21]3[CH:22]=[CH:23][CH:24]=[C:25]([CH:47]=3)[CH2:26][CH2:27][C:28]3[CH:36]=[C:32]([NH:33][C:34]=1[N:35]=2)[CH:31]=[CH:30][C:29]=3[NH:37][C:38](=[O:46])[CH2:39][CH:40]1[CH2:45][CH2:44][NH:43][CH2:42][CH2:41]1.COC1O[N:53]=[C:52]([C:55](Cl)=[O:56])[CH:51]=1. No catalyst specified. The product is [F:1][C:2]([F:7])([F:6])[C:3]([OH:5])=[O:4].[Cl:15][C:16]1[CH:17]=[N:18][C:19]2[NH:20][C:21]3[CH:22]=[CH:23][CH:24]=[C:25]([CH:47]=3)[CH2:26][CH2:27][C:28]3[CH:36]=[C:32]([NH:33][C:34]=1[N:35]=2)[CH:31]=[CH:30][C:29]=3[NH:37][C:38](=[O:46])[CH2:39][CH:40]1[CH2:45][CH2:44][N:43]([C:55]([C:52]2[CH:51]=[C:10]([CH3:9])[O:12][N:53]=2)=[O:56])[CH2:42][CH2:41]1. The yield is 0.310. (7) The reactants are [C:1]([O:5][C:6]([N:8]1[S:13](=[O:15])(=[O:14])[N:12]([CH2:16][C:17]([OH:19])=O)[CH2:11][CH2:10][CH2:9]1)=[O:7])([CH3:4])([CH3:3])[CH3:2].Cl.[CH:21]12[CH2:30][CH:25]3[CH2:26][CH:27]([CH2:29][CH:23]([CH2:24]3)[CH:22]1[NH2:31])[CH2:28]2.CCN=C=NCCCN(C)C. The catalyst is C(Cl)Cl. The product is [CH:21]12[CH2:30][CH:25]3[CH2:26][CH:27]([CH2:29][CH:23]([CH2:24]3)[CH:22]1[NH:31][C:17](=[O:19])[CH2:16][N:12]1[S:13](=[O:14])(=[O:15])[N:8]([C:6]([O:5][C:1]([CH3:2])([CH3:3])[CH3:4])=[O:7])[CH2:9][CH2:10][CH2:11]1)[CH2:28]2. The yield is 0.350. (8) The reactants are [CH3:1][C:2]1[N:3]=[C:4]([C:12]2[CH:19]=[CH:18][C:15]([C:16]#[N:17])=[C:14]([NH:20][CH:21]3[CH2:26][CH2:25][O:24][CH2:23][CH2:22]3)[CH:13]=2)[N:5]2[CH2:10][CH2:9][CH2:8][C:7](=[O:11])[C:6]=12.O.C(OCC)(=[O:30])C. The catalyst is [OH-].[Na+].OO.C(O)C.CS(C)=O. The product is [CH3:1][C:2]1[N:3]=[C:4]([C:12]2[CH:19]=[CH:18][C:15]([C:16]([NH2:17])=[O:30])=[C:14]([NH:20][CH:21]3[CH2:26][CH2:25][O:24][CH2:23][CH2:22]3)[CH:13]=2)[N:5]2[CH2:10][CH2:9][CH2:8][C:7](=[O:11])[C:6]=12. The yield is 0.830. (9) The reactants are I[C:2]1[CH:11]=[C:10]2[C:5]([CH:6]=[CH:7][C:8]([S:12]([NH2:15])(=[O:14])=[O:13])=[CH:9]2)=[CH:4][CH:3]=1.[CH3:16][CH2:17][OH:18].CN([CH:22]=[O:23])C. The catalyst is Cl[Pd](Cl)([P](C1C=CC=CC=1)(C1C=CC=CC=1)C1C=CC=CC=1)[P](C1C=CC=CC=1)(C1C=CC=CC=1)C1C=CC=CC=1.CC([O-])=O.CC([O-])=O.[Pd+2]. The product is [S:12]([C:8]1[CH:9]=[C:10]2[C:5]([CH:4]=[CH:3][C:2]([C:22]([O:18][CH2:17][CH3:16])=[O:23])=[CH:11]2)=[CH:6][CH:7]=1)(=[O:14])(=[O:13])[NH2:15]. The yield is 0.340.